This data is from Full USPTO retrosynthesis dataset with 1.9M reactions from patents (1976-2016). The task is: Predict the reactants needed to synthesize the given product. (1) Given the product [Cl:20][C:15]1[CH:14]=[C:13]([N:12]2[C:8]([C:6]3[CH:5]=[CH:4][N:3]=[C:2]([N:34]=[C:21]([C:22]4[CH:27]=[CH:26][CH:25]=[CH:24][CH:23]=4)[C:28]4[CH:33]=[CH:32][CH:31]=[CH:30][CH:29]=4)[CH:7]=3)=[CH:9][CH:10]=[N:11]2)[CH:18]=[CH:17][C:16]=1[F:19], predict the reactants needed to synthesize it. The reactants are: Cl[C:2]1[CH:7]=[C:6]([C:8]2[N:12]([C:13]3[CH:18]=[CH:17][C:16]([F:19])=[C:15]([Cl:20])[CH:14]=3)[N:11]=[CH:10][CH:9]=2)[CH:5]=[CH:4][N:3]=1.[C:21](=[NH:34])([C:28]1[CH:33]=[CH:32][CH:31]=[CH:30][CH:29]=1)[C:22]1[CH:27]=[CH:26][CH:25]=[CH:24][CH:23]=1.C1C=CC(P(C2C(C3C(P(C4C=CC=CC=4)C4C=CC=CC=4)=CC=C4C=3C=CC=C4)=C3C(C=CC=C3)=CC=2)C2C=CC=CC=2)=CC=1.CC(C)([O-])C.[Na+]. (2) Given the product [Br:10][C:11]1[CH:12]=[C:13]2[C:18](=[CH:19][CH:20]=1)[N:17]=[C:16]([S:21][CH3:22])[N:15]=[C:14]2[Cl:26], predict the reactants needed to synthesize it. The reactants are: C(N(C(C)C)CC)(C)C.[Br:10][C:11]1[CH:12]=[C:13]2[C:18](=[CH:19][CH:20]=1)[N:17]=[C:16]([S:21][CH3:22])[N:15]=[C:14]2O.O=P(Cl)(Cl)[Cl:26]. (3) Given the product [CH3:1][C:2]1[S:6][C:5]2[CH2:7][C:8]3[CH:9]=[CH:10][CH:11]=[CH:12][C:13]=3[C:4]=2[CH:3]=1, predict the reactants needed to synthesize it. The reactants are: [CH3:1][C:2]1[S:6][C:5]2[C:7](=O)[C:8]3[CH:9]=[CH:10][CH:11]=[CH:12][C:13]=3[C:4]=2[CH:3]=1.O.NN.[OH-].[K+].